Dataset: Forward reaction prediction with 1.9M reactions from USPTO patents (1976-2016). Task: Predict the product of the given reaction. (1) The product is: [CH:1]([C:4]1[C:8]([CH2:9][O:10][C:11]2[CH:15]=[C:14](/[CH:16]=[CH:37]/[C:38]([O:40][CH2:41][CH3:42])=[O:39])[N:13]([CH3:18])[N:12]=2)=[CH:7][N:6]([C:19]2[CH:24]=[CH:23][C:22]([C:25]([F:26])([F:28])[F:27])=[CH:21][N:20]=2)[N:5]=1)([CH3:3])[CH3:2]. Given the reactants [CH:1]([C:4]1[C:8]([CH2:9][O:10][C:11]2[CH:15]=[C:14]([CH:16]=O)[N:13]([CH3:18])[N:12]=2)=[CH:7][N:6]([C:19]2[CH:24]=[CH:23][C:22]([C:25]([F:28])([F:27])[F:26])=[CH:21][N:20]=2)[N:5]=1)([CH3:3])[CH3:2].C(OP([CH2:37][C:38]([O:40][CH2:41][CH3:42])=[O:39])(OCC)=O)C.CN(C)C=O.[H-].[Na+], predict the reaction product. (2) Given the reactants [C:1](Cl)(Cl)=[O:2].[Cl:5][C:6]1[CH:13]=[CH:12][CH:11]=[CH:10][C:7]=1[CH2:8][OH:9].[N:14]1([S:20]([C:23]2[CH:28]=[CH:27][C:26]([NH:29][C:30](=[O:33])[CH:31]=[CH2:32])=[CH:25][CH:24]=2)(=[O:22])=[O:21])[CH2:19][CH2:18][NH:17][CH2:16][CH2:15]1.C(N(C(C)C)CC)(C)C, predict the reaction product. The product is: [Cl:5][C:6]1[CH:13]=[CH:12][CH:11]=[CH:10][C:7]=1[CH2:8][O:9][C:1]([N:17]1[CH2:16][CH2:15][N:14]([S:20]([C:23]2[CH:24]=[CH:25][C:26]([NH:29][C:30](=[O:33])[CH:31]=[CH2:32])=[CH:27][CH:28]=2)(=[O:21])=[O:22])[CH2:19][CH2:18]1)=[O:2]. (3) Given the reactants [Na].[N:2]([CH2:5][C:6]([C:8]1[CH:19]=[CH:18][C:11]2[O:12][C:13]([CH3:17])([CH3:16])[O:14][CH2:15][C:10]=2[CH:9]=1)=[O:7])=[N+:3]=[N-:4].[Cl-].[NH4+].C(OCC)(=O)C, predict the reaction product. The product is: [N:2]([CH2:5][CH:6]([C:8]1[CH:19]=[CH:18][C:11]2[O:12][C:13]([CH3:17])([CH3:16])[O:14][CH2:15][C:10]=2[CH:9]=1)[OH:7])=[N+:3]=[N-:4]. (4) Given the reactants [NH2:1][CH:2]1[CH2:7][CH2:6][N:5]([CH2:8][CH2:9][N:10]2[C:19]3[C:14](=[CH:15][CH:16]=[C:17]([O:20][CH3:21])[CH:18]=3)[N:13]=[CH:12][C:11]2=[O:22])[CH2:4][CH2:3]1.[N:23]1[C:28]2[O:29][CH2:30][CH2:31][O:32][C:27]=2[CH:26]=[C:25]([CH:33]=O)[N:24]=1.C(O[BH-](OC(=O)C)OC(=O)C)(=O)C.[Na+].C(O[BH3-])(=O)C.C(=O)(O)[O-].[Na+].C(Cl)(Cl)[Cl:60], predict the reaction product. The product is: [ClH:60].[ClH:60].[N:23]1[C:28]2[O:29][CH2:30][CH2:31][O:32][C:27]=2[CH:26]=[C:25]([CH2:33][NH:1][CH:2]2[CH2:3][CH2:4][N:5]([CH2:8][CH2:9][N:10]3[C:19]4[C:14](=[CH:15][CH:16]=[C:17]([O:20][CH3:21])[CH:18]=4)[N:13]=[CH:12][C:11]3=[O:22])[CH2:6][CH2:7]2)[N:24]=1. (5) Given the reactants [CH:1]1[C:6]([C:7]2[S:15][C:14]3[CH:13]=[C:12]([OH:16])[CH:11]=[CH:10][C:9]=3[C:8]=2[C:17]([C:19]2[CH:20]=[CH:21][C:22]([O:25][CH2:26][CH2:27][N:28]3[CH2:33][CH2:32][CH2:31][CH2:30][CH2:29]3)=[CH:23][CH:24]=2)=[O:18])=[CH:5][CH:4]=[C:3]([OH:34])[CH:2]=1.C([O-])(=O)C(C)O.C[Si](C)(C)[Cl:43], predict the reaction product. The product is: [CH:5]1[C:6]([C:7]2[S:15][C:14]3[CH:13]=[C:12]([OH:16])[CH:11]=[CH:10][C:9]=3[C:8]=2[C:17]([C:19]2[CH:24]=[CH:23][C:22]([O:25][CH2:26][CH2:27][N:28]3[CH2:33][CH2:32][CH2:31][CH2:30][CH2:29]3)=[CH:21][CH:20]=2)=[O:18])=[CH:1][CH:2]=[C:3]([OH:34])[CH:4]=1.[ClH:43]. (6) The product is: [CH3:23][S:24]([O:1][CH2:2][CH:3]([C:17]1[CH:22]=[CH:21][CH:20]=[CH:19][CH:18]=1)[C:4]([NH:6][C:7]1[CH:8]=[C:9]2[C:14](=[CH:15][CH:16]=1)[CH:13]=[N:12][CH:11]=[CH:10]2)=[O:5])(=[O:26])=[O:25]. Given the reactants [OH:1][CH2:2][CH:3]([C:17]1[CH:22]=[CH:21][CH:20]=[CH:19][CH:18]=1)[C:4]([NH:6][C:7]1[CH:8]=[C:9]2[C:14](=[CH:15][CH:16]=1)[CH:13]=[N:12][CH:11]=[CH:10]2)=[O:5].[CH3:23][S:24](Cl)(=[O:26])=[O:25], predict the reaction product. (7) Given the reactants [NH2:1][C:2]1[C:6]([C:7]([OH:9])=[O:8])=[CH:5][N:4]([CH2:10][C:11]2[CH:12]=[N:13][C:14]([O:17][CH2:18][CH3:19])=[CH:15][CH:16]=2)[N:3]=1.C(N(CC)C(C)C)(C)C.[CH3:29][O:30][CH2:31][C:32](Cl)=[O:33], predict the reaction product. The product is: [CH2:18]([O:17][C:14]1[N:13]=[CH:12][C:11]([CH2:10][N:4]2[CH:5]=[C:6]([C:7]([OH:9])=[O:8])[C:2]([NH:1][C:32](=[O:33])[CH2:31][O:30][CH3:29])=[N:3]2)=[CH:16][CH:15]=1)[CH3:19]. (8) Given the reactants [Cl:1][C:2]1[CH:7]=[CH:6][C:5]([OH:8])=[CH:4][CH:3]=1.[H-].[Na+].CS([C:14]1[N:15]([C:25]2[CH:30]=[CH:29][C:28]([O:31][CH2:32][C:33]([F:36])([F:35])[F:34])=[CH:27][CH:26]=2)[C:16](=[O:24])[C:17]2[CH2:22][C:21](=[O:23])[NH:20][C:18]=2[N:19]=1)=O.C(O)(=O)CC(CC(O)=O)(C(O)=O)O, predict the reaction product. The product is: [Cl:1][C:2]1[CH:7]=[CH:6][C:5]([O:8][C:14]2[N:15]([C:25]3[CH:26]=[CH:27][C:28]([O:31][CH2:32][C:33]([F:35])([F:34])[F:36])=[CH:29][CH:30]=3)[C:16](=[O:24])[C:17]3[CH2:22][C:21](=[O:23])[NH:20][C:18]=3[N:19]=2)=[CH:4][CH:3]=1.